Dataset: NCI-60 drug combinations with 297,098 pairs across 59 cell lines. Task: Regression. Given two drug SMILES strings and cell line genomic features, predict the synergy score measuring deviation from expected non-interaction effect. Drug 1: C1CCN(CC1)CCOC2=CC=C(C=C2)C(=O)C3=C(SC4=C3C=CC(=C4)O)C5=CC=C(C=C5)O. Drug 2: CCC1(CC2CC(C3=C(CCN(C2)C1)C4=CC=CC=C4N3)(C5=C(C=C6C(=C5)C78CCN9C7C(C=CC9)(C(C(C8N6C=O)(C(=O)OC)O)OC(=O)C)CC)OC)C(=O)OC)O.OS(=O)(=O)O. Cell line: A549. Synergy scores: CSS=13.8, Synergy_ZIP=2.09, Synergy_Bliss=6.09, Synergy_Loewe=1.09, Synergy_HSA=1.36.